From a dataset of Forward reaction prediction with 1.9M reactions from USPTO patents (1976-2016). Predict the product of the given reaction. (1) Given the reactants [NH2:1][C@H:2]1[C:11]2[C:6](=[CH:7][CH:8]=[CH:9][CH:10]=2)[N:5]([C:12](=[O:14])[CH3:13])[C@@H:4]([CH3:15])[C@@H:3]1[CH3:16].Br[C:18]1[CH:23]=[N:22][C:21]([CH3:24])=[CH:20][N:19]=1.CN(C1C(C2C(P(C3CCCCC3)C3CCCCC3)=CC=CC=2)=CC=CC=1)C, predict the reaction product. The product is: [CH3:15][C@H:4]1[C@H:3]([CH3:16])[C@@H:2]([NH:1][C:18]2[CH:23]=[N:22][C:21]([CH3:24])=[CH:20][N:19]=2)[C:11]2[C:6](=[CH:7][CH:8]=[CH:9][CH:10]=2)[N:5]1[C:12](=[O:14])[CH3:13]. (2) Given the reactants [NH2:1][C:2]1[S:6][N:5]=[C:4]([CH3:7])[C:3]=1[C:8]([NH:10][C:11]1[CH:16]=[CH:15][C:14]([F:17])=[C:13]([F:18])[CH:12]=1)=[O:9].Cl[C:20]1[CH:29]=[N:28][C:27]2[C:22](=[CH:23][CH:24]=[C:25]([F:30])[CH:26]=2)[N:21]=1.C(=O)([O-])[O-].[Cs+].[Cs+].CC1(C)C2C(=C(P(C3C=CC=CC=3)C3C=CC=CC=3)C=CC=2)OC2C(P(C3C=CC=CC=3)C3C=CC=CC=3)=CC=CC1=2, predict the reaction product. The product is: [F:18][C:13]1[CH:12]=[C:11]([NH:10][C:8]([C:3]2[C:4]([CH3:7])=[N:5][S:6][C:2]=2[NH:1][C:20]2[CH:29]=[N:28][C:27]3[C:22](=[CH:23][CH:24]=[C:25]([F:30])[CH:26]=3)[N:21]=2)=[O:9])[CH:16]=[CH:15][C:14]=1[F:17]. (3) Given the reactants [N+:1]([C:4]1[CH:12]=[C:11]2[C:7]([CH:8]=[N:9][N:10]2[CH:13]2[CH2:18][CH2:17][N:16]([C:19]([O:21][C:22]([CH3:25])([CH3:24])[CH3:23])=[O:20])[CH2:15][CH2:14]2)=[CH:6][CH:5]=1)([O-])=O, predict the reaction product. The product is: [NH2:1][C:4]1[CH:12]=[C:11]2[C:7]([CH:8]=[N:9][N:10]2[CH:13]2[CH2:14][CH2:15][N:16]([C:19]([O:21][C:22]([CH3:25])([CH3:24])[CH3:23])=[O:20])[CH2:17][CH2:18]2)=[CH:6][CH:5]=1. (4) Given the reactants [F:1][C:2]1[CH:7]=[CH:6][C:5]([NH:8][C:9](=[NH:21])[CH2:10][C:11]([C:13]2[CH:18]=[CH:17][C:16]([O:19][CH3:20])=[CH:15][CH:14]=2)=[O:12])=[CH:4][CH:3]=1.[C:22](OC)(=[O:25])[C:23]#[CH:24], predict the reaction product. The product is: [NH2:21][C:9]1[N:8]([C:5]2[CH:4]=[CH:3][C:2]([F:1])=[CH:7][CH:6]=2)[C:22](=[O:25])[CH:23]=[CH:24][C:10]=1[C:11](=[O:12])[C:13]1[CH:14]=[CH:15][C:16]([O:19][CH3:20])=[CH:17][CH:18]=1. (5) Given the reactants [CH2:1]([CH:8]1[C:16]2[C:11](=[CH:12][CH:13]=[C:14]([OH:17])[CH:15]=2)[C:10](=[O:18])[NH:9]1)[C:2]1[CH:7]=[CH:6][CH:5]=[CH:4][CH:3]=1.Br[CH2:20][CH2:21][NH:22][C:23](=[O:29])[O:24][C:25]([CH3:28])([CH3:27])[CH3:26], predict the reaction product. The product is: [CH2:1]([CH:8]1[C:16]2[C:11](=[CH:12][CH:13]=[C:14]([O:17][CH2:20][CH2:21][NH:22][C:23](=[O:29])[O:24][C:25]([CH3:28])([CH3:27])[CH3:26])[CH:15]=2)[C:10](=[O:18])[NH:9]1)[C:2]1[CH:3]=[CH:4][CH:5]=[CH:6][CH:7]=1.